From a dataset of Full USPTO retrosynthesis dataset with 1.9M reactions from patents (1976-2016). Predict the reactants needed to synthesize the given product. (1) Given the product [Cl:1][C:2]1[C:7]([C:12]#[C:11][C:13]2[CH:18]=[CH:17][C:16]([C:19]([F:20])([F:21])[F:22])=[CH:15][CH:14]=2)=[C:6]([CH3:9])[N:5]=[C:4]([CH3:10])[N:3]=1, predict the reactants needed to synthesize it. The reactants are: [Cl:1][C:2]1[C:7](I)=[C:6]([CH3:9])[N:5]=[C:4]([CH3:10])[N:3]=1.[C:11]([C:13]1[CH:18]=[CH:17][C:16]([C:19]([F:22])([F:21])[F:20])=[CH:15][CH:14]=1)#[CH:12].C(N(CC)CC)C. (2) Given the product [N:40]1[CH:45]=[CH:44][C:43]([C:7]2[CH:31]=[CH:30][C:10]3[N:11]([C:14]4[CH:15]=[CH:16][C:17]([O:20][CH2:21][CH2:22][O:23][CH:24]5[CH2:29][CH2:28][CH2:27][CH2:26][O:25]5)=[CH:18][CH:19]=4)[CH:12]=[N:13][C:9]=3[CH:8]=2)=[CH:42][CH:41]=1, predict the reactants needed to synthesize it. The reactants are: FC(F)(F)S(O[C:7]1[CH:31]=[CH:30][C:10]2[N:11]([C:14]3[CH:19]=[CH:18][C:17]([O:20][CH2:21][CH2:22][O:23][CH:24]4[CH2:29][CH2:28][CH2:27][CH2:26][O:25]4)=[CH:16][CH:15]=3)[CH:12]=[N:13][C:9]=2[CH:8]=1)(=O)=O.C(=O)([O-])[O-].[K+].[K+].[N:40]1[CH:45]=[CH:44][C:43](B(O)O)=[CH:42][CH:41]=1. (3) Given the product [CH3:1][C:2]1[CH:10]=[CH:9][C:5]([CH2:6][OH:7])=[CH:4][C:3]=1[N+:11]([O-:13])=[O:12], predict the reactants needed to synthesize it. The reactants are: [CH3:1][C:2]1[CH:10]=[CH:9][C:5]([C:6](Cl)=[O:7])=[CH:4][C:3]=1[N+:11]([O-:13])=[O:12].O.[BH4-].[Na+]. (4) Given the product [CH3:1][O:2][CH2:3][C:4]1[S:38][C:8]([C:10]2[NH:11][C:12]3[C:17]([CH:18]=2)=[CH:16][CH:15]=[CH:14][C:13]=3[N:19]([CH3:28])[S:20]([C:23]2[S:24][CH:25]=[CH:26][CH:27]=2)(=[O:22])=[O:21])=[N:7][N:6]=1, predict the reactants needed to synthesize it. The reactants are: [CH3:1][O:2][CH2:3][C:4]([NH:6][NH:7][C:8]([C:10]1[NH:11][C:12]2[C:17]([CH:18]=1)=[CH:16][CH:15]=[CH:14][C:13]=2[N:19]([CH3:28])[S:20]([C:23]1[S:24][CH:25]=[CH:26][CH:27]=1)(=[O:22])=[O:21])=O)=O.COC1C=CC(P2(SP(C3C=CC(OC)=CC=3)(=S)S2)=[S:38])=CC=1. (5) Given the product [F:1][C:2]1[CH:7]=[C:6]([N+:8]([O-:10])=[O:9])[CH:5]=[CH:4][C:3]=1[N:11]([CH3:29])[C:12]1[C:13]2[CH:20]=[CH:19][NH:18][C:14]=2[N:15]=[CH:16][CH:17]=1, predict the reactants needed to synthesize it. The reactants are: [F:1][C:2]1[CH:7]=[C:6]([N+:8]([O-:10])=[O:9])[CH:5]=[CH:4][C:3]=1[N:11]([CH3:29])[C:12]1[C:13]2[CH:20]=[CH:19][N:18](COCC[Si](C)(C)C)[C:14]=2[N:15]=[CH:16][CH:17]=1.FC(F)(F)C(O)=O.[OH-].[Li+].C(=O)(O)[O-].[Na+]. (6) Given the product [CH3:1][O:2][C:3](=[O:16])[CH2:4][C:5]1[CH:10]=[C:9]([C:11]([F:13])([F:12])[F:14])[CH:8]=[C:7]([O:15][S:30]([C:33]([F:36])([F:35])[F:34])(=[O:32])=[O:31])[CH:6]=1, predict the reactants needed to synthesize it. The reactants are: [CH3:1][O:2][C:3](=[O:16])[CH2:4][C:5]1[CH:10]=[C:9]([C:11]([F:14])([F:13])[F:12])[CH:8]=[C:7]([OH:15])[CH:6]=1.C(=O)([O-])[O-].[Cs+].[Cs+].C1C=CC(N([S:30]([C:33]([F:36])([F:35])[F:34])(=[O:32])=[O:31])[S:30]([C:33]([F:36])([F:35])[F:34])(=[O:32])=[O:31])=CC=1.CCOC(C)=O. (7) Given the product [C:18]([O:22][C:23]([N:25]1[C:33]2[C:28](=[C:29]([CH3:35])[C:30]([O:34][CH2:2][C:3]3[S:7][C:6]([C:8]([F:11])([F:10])[F:9])=[C:5]([C:12]4[CH:17]=[CH:16][CH:15]=[CH:14][CH:13]=4)[CH:4]=3)=[CH:31][CH:32]=2)[CH2:27][CH2:26]1)=[O:24])([CH3:21])([CH3:20])[CH3:19], predict the reactants needed to synthesize it. The reactants are: Cl[CH2:2][C:3]1[S:7][C:6]([C:8]([F:11])([F:10])[F:9])=[C:5]([C:12]2[CH:17]=[CH:16][CH:15]=[CH:14][CH:13]=2)[CH:4]=1.[C:18]([O:22][C:23]([N:25]1[C:33]2[C:28](=[C:29]([CH3:35])[C:30]([OH:34])=[CH:31][CH:32]=2)[CH2:27][CH2:26]1)=[O:24])([CH3:21])([CH3:20])[CH3:19].C(=O)([O-])[O-].[K+].[K+]. (8) Given the product [CH2:16]([O:15][C:13](=[O:14])[CH2:12][N:9]1[C:6]([CH3:7])=[CH:5][N:4]([CH2:2][CH3:3])[C:10]1=[O:11])[CH3:17], predict the reactants needed to synthesize it. The reactants are: Cl.[CH2:2]([NH:4][CH2:5][C:6](=O)[CH3:7])[CH3:3].[N:9]([CH2:12][C:13]([O:15][CH2:16][CH3:17])=[O:14])=[C:10]=[O:11].C(=O)([O-])[O-].[Cs+].[Cs+]. (9) Given the product [C:12]([O:11][C:9](=[O:10])[NH:16][C:17]1[CH:22]=[C:21]([CH3:23])[CH:20]=[C:19]([CH3:24])[C:18]=1[OH:25])([CH3:13])([CH3:14])[CH3:15], predict the reactants needed to synthesize it. The reactants are: [C:9](O[C:9]([O:11][C:12]([CH3:15])([CH3:14])[CH3:13])=[O:10])([O:11][C:12]([CH3:15])([CH3:14])[CH3:13])=[O:10].[NH2:16][C:17]1[CH:22]=[C:21]([CH3:23])[CH:20]=[C:19]([CH3:24])[C:18]=1[OH:25].